Dataset: Forward reaction prediction with 1.9M reactions from USPTO patents (1976-2016). Task: Predict the product of the given reaction. (1) Given the reactants Br[CH2:2][C:3]1[N:7]([CH3:8])[C:6]2[CH:9]=[CH:10][CH:11]=[CH:12][C:5]=2[N:4]=1.BrCC1CCCCO1.[NH:21]1[C:29]2[C:24](=[CH:25][CH:26]=[CH:27][CH:28]=2)[C:23]2([C:41]3[C:32](=[CH:33][C:34]4[O:39][CH2:38][CH2:37][O:36][C:35]=4[CH:40]=3)[O:31][CH2:30]2)[C:22]1=[O:42], predict the reaction product. The product is: [CH3:8][N:7]1[C:6]2[CH:9]=[CH:10][CH:11]=[CH:12][C:5]=2[N:4]=[C:3]1[CH2:2][N:21]1[C:29]2[C:24](=[CH:25][CH:26]=[CH:27][CH:28]=2)[C:23]2([C:41]3[C:32](=[CH:33][C:34]4[O:39][CH2:38][CH2:37][O:36][C:35]=4[CH:40]=3)[O:31][CH2:30]2)[C:22]1=[O:42]. (2) Given the reactants [CH2:1]([N:8]1[C:12]2[CH:13]=[CH:14][C:15]([NH:17][C:18]3[CH:27]=[CH:26][C:25]([Cl:28])=[CH:24][C:19]=3[C:20]([O:22][CH3:23])=[O:21])=[CH:16][C:11]=2[NH:10][C:9]1=[O:29])[C:2]1[CH:7]=[CH:6][CH:5]=[CH:4][CH:3]=1.[C:30](=O)([O-])[O-].[K+].[K+].O.C(OCC)(=O)C, predict the reaction product. The product is: [CH2:1]([N:8]1[C:12]2[CH:13]=[CH:14][C:15]([NH:17][C:18]3[CH:27]=[CH:26][C:25]([Cl:28])=[CH:24][C:19]=3[C:20]([O:22][CH3:23])=[O:21])=[CH:16][C:11]=2[N:10]([CH3:30])[C:9]1=[O:29])[C:2]1[CH:7]=[CH:6][CH:5]=[CH:4][CH:3]=1.